Dataset: Forward reaction prediction with 1.9M reactions from USPTO patents (1976-2016). Task: Predict the product of the given reaction. (1) Given the reactants I[C:2]1[CH:20]=[CH:19][C:5]([O:6][C:7]2[CH:12]=[N:11][CH:10]=[C:9]3[S:13][C:14]([C:16]([NH2:18])=[O:17])=[CH:15][C:8]=23)=[CH:4][CH:3]=1.[C:21]([C:23]1[CH:24]=[N:25][CH:26]=[CH:27][CH:28]=1)#[CH:22].C(N(CC)CC)C, predict the reaction product. The product is: [N:25]1[CH:26]=[CH:27][CH:28]=[C:23]([C:21]#[C:22][C:2]2[CH:20]=[CH:19][C:5]([O:6][C:7]3[CH:12]=[N:11][CH:10]=[C:9]4[S:13][C:14]([C:16]([NH2:18])=[O:17])=[CH:15][C:8]=34)=[CH:4][CH:3]=2)[CH:24]=1. (2) Given the reactants [CH2:1]([C:5]1[CH:13]=[CH:12][CH:11]=[C:10]2[C:6]=1[C:7](=O)[C:8](=[O:14])[NH:9]2)[CH:2]([CH3:4])[CH3:3].[CH:16]1[C:21]([NH:22][NH2:23])=[CH:20][CH:19]=[C:18]([S:24]([NH2:27])(=[O:26])=[O:25])[CH:17]=1.Cl, predict the reaction product. The product is: [CH2:1]([C:5]1[CH:13]=[CH:12][CH:11]=[C:10]2[C:6]=1[C:7](=[N:23][NH:22][C:21]1[CH:20]=[CH:19][C:18]([S:24]([NH2:27])(=[O:25])=[O:26])=[CH:17][CH:16]=1)[C:8](=[O:14])[NH:9]2)[CH:2]([CH3:4])[CH3:3]. (3) Given the reactants C1CCN(C(N=NC(N2CCCCC2)=O)=O)CC1.[CH3:19][O:20][CH2:21][C@@H:22]([O:24][C:25]1[CH:26]=[C:27]([C:42]2[NH:46][N:45]=[C:44]([OH:47])[CH:43]=2)[CH:28]=[C:29]([O:31][C:32]2[CH:37]=[CH:36][C:35]([S:38]([CH3:41])(=[O:40])=[O:39])=[CH:34][CH:33]=2)[CH:30]=1)[CH3:23].[C:48]([O:52][CH3:53])(=[O:51])[CH2:49]O.C(P(CCCC)CCCC)CCC, predict the reaction product. The product is: [CH3:19][O:20][CH2:21][C@@H:22]([O:24][C:25]1[CH:26]=[C:27]([C:42]2[NH:46][N:45]=[C:44]([O:47][CH2:49][C:48]([O:52][CH3:53])=[O:51])[CH:43]=2)[CH:28]=[C:29]([O:31][C:32]2[CH:37]=[CH:36][C:35]([S:38]([CH3:41])(=[O:40])=[O:39])=[CH:34][CH:33]=2)[CH:30]=1)[CH3:23]. (4) Given the reactants [CH:1]1([CH2:4][O:5][C:6]2[CH:7]=[C:8]([CH:16]([OH:18])[CH3:17])[CH:9]=[CH:10][C:11]=2[O:12][CH:13]([F:15])[F:14])[CH2:3][CH2:2]1.[Cr](Cl)([O-])(=O)=O.[NH+]1C=CC=CC=1, predict the reaction product. The product is: [CH:1]1([CH2:4][O:5][C:6]2[CH:7]=[C:8]([C:16](=[O:18])[CH3:17])[CH:9]=[CH:10][C:11]=2[O:12][CH:13]([F:15])[F:14])[CH2:3][CH2:2]1. (5) Given the reactants Br[C:2]1[CH:7]=[CH:6][C:5]([N+:8]([O-:10])=[O:9])=[CH:4][N:3]=1.[C:11]([O:15][C:16]([N:18]1[CH2:23][CH2:22][CH:21]([NH2:24])[CH2:20][CH2:19]1)=[O:17])([CH3:14])([CH3:13])[CH3:12].C(N(CC)CC)C, predict the reaction product. The product is: [C:11]([O:15][C:16]([N:18]1[CH2:23][CH2:22][CH:21]([NH:24][C:2]2[CH:7]=[CH:6][C:5]([N+:8]([O-:10])=[O:9])=[CH:4][N:3]=2)[CH2:20][CH2:19]1)=[O:17])([CH3:14])([CH3:12])[CH3:13]. (6) Given the reactants [Cl:1][C:2]1[N:3]=[N:4][C:5]([Cl:11])=[CH:6][C:7]=1[C:8](Cl)=[O:9].[CH3:12][NH2:13], predict the reaction product. The product is: [Cl:1][C:2]1[N:3]=[N:4][C:5]([Cl:11])=[CH:6][C:7]=1[C:8]([NH:13][CH3:12])=[O:9]. (7) Given the reactants [F:1][C:2]1[CH:3]=[CH:4][C:5]2[NH:9][C:8](=[O:10])[N:7]([CH:11]3[CH2:16][CH2:15][N:14](C(OCC)=O)[CH2:13][CH2:12]3)[C:6]=2[CH:22]=1.[OH-].[Na+], predict the reaction product. The product is: [F:1][C:2]1[CH:3]=[CH:4][C:5]2[NH:9][C:8](=[O:10])[N:7]([CH:11]3[CH2:12][CH2:13][NH:14][CH2:15][CH2:16]3)[C:6]=2[CH:22]=1.